This data is from Forward reaction prediction with 1.9M reactions from USPTO patents (1976-2016). The task is: Predict the product of the given reaction. (1) Given the reactants O[CH:2]([CH2:15][O:16][CH3:17])[CH2:3][NH:4][C:5](=[O:14])[O:6][CH2:7][C:8]1[CH:13]=[CH:12][CH:11]=[CH:10][CH:9]=1.[C:18]1(=[O:28])[C:26]2[C:21](=[CH:22][CH:23]=[CH:24][CH:25]=2)[C:20](=[O:27])[NH:19]1.C1(P(C2C=CC=CC=2)C2C=CC=CC=2)C=CC=CC=1.N(C(OC(C)C)=O)=NC(OC(C)C)=O, predict the reaction product. The product is: [CH2:7]([O:6][C:5](=[O:14])[NH:4][CH2:3][CH:2]([N:19]1[C:20](=[O:27])[C:21]2[C:26](=[CH:25][CH:24]=[CH:23][CH:22]=2)[C:18]1=[O:28])[CH2:15][O:16][CH3:17])[C:8]1[CH:13]=[CH:12][CH:11]=[CH:10][CH:9]=1. (2) Given the reactants [CH2:1]([O:3][C:4]1[CH:5]=[C:6]([CH:9]=[C:10]([O:13][CH2:14][CH3:15])[C:11]=1F)[CH:7]=[O:8])[CH3:2].[NH:16]1[CH:20]=[N:19][CH:18]=[N:17]1.C([O-])([O-])=O.[K+].[K+], predict the reaction product. The product is: [CH2:1]([O:3][C:4]1[CH:5]=[C:6]([CH:9]=[C:10]([O:13][CH2:14][CH3:15])[C:11]=1[N:16]1[CH:20]=[N:19][CH:18]=[N:17]1)[CH:7]=[O:8])[CH3:2]. (3) Given the reactants [CH:18]1[CH:19]=[CH:14]C(P([C:14]2[CH:19]=[CH:18][CH:17]=[CH:16]C=2)[C:18]2[CH:19]=[CH:14]C=[CH:16][CH:17]=2)=[CH:16][CH:17]=1.[Cl:20][C:21]1[N:29]=[C:28]2[C:24]([N:25]=[CH:26][NH:27]2)=[C:23]([Cl:30])[N:22]=1.[CH3:43][CH:42]([O:41][C:39](/[N:38]=[N:38]/[C:39]([O:41][CH:42]([CH3:44])[CH3:43])=[O:40])=[O:40])[CH3:44].[CH2:45]1COCC1, predict the reaction product. The product is: [Cl:20][C:21]1[N:29]=[C:28]2[C:24]([N:25]=[CH:26][N:27]2[CH:18]2[CH2:17][CH2:16][N:38]([C:39]([O:41][C:42]([CH3:44])([CH3:45])[CH3:43])=[O:40])[CH2:14][CH2:19]2)=[C:23]([Cl:30])[N:22]=1. (4) The product is: [F:18][C:19]([C:20]([C:2]1[C:3]([Cl:12])=[C:4]([Cl:11])[C:5]([Cl:10])=[C:6]([Cl:9])[C:7]=1[Cl:8])=[O:21])([F:31])[O:23][C:24]([F:29])([F:30])[C:25]([F:26])([F:28])[F:27]. Given the reactants Cl[C:2]1[C:7]([Cl:8])=[C:6]([Cl:9])[C:5]([Cl:10])=[C:4]([Cl:11])[C:3]=1[Cl:12].C([Li])CCC.[F:18][C:19]([F:31])([O:23][C:24]([F:30])([F:29])[C:25]([F:28])([F:27])[F:26])[C:20](F)=[O:21].C(OCCOCC)(=O)C, predict the reaction product. (5) Given the reactants [OH-].[Na+].[Cl:3][C:4]1[CH:5]=[N:6][CH:7]=[C:8]([Cl:32])[C:9]=1[NH:10][C:11](=[O:31])[C:12]([C:14]1[C:22]2[C:17](=[C:18]([O:23][CH2:24][C:25]3[CH:30]=[CH:29][CH:28]=[CH:27][CH:26]=3)[CH:19]=[CH:20][CH:21]=2)[NH:16][CH:15]=1)=[O:13].[Cl:33][C:34]1[CH:41]=[CH:40][C:37]([CH2:38]Br)=[C:36]([N+:42]([O-:44])=[O:43])[CH:35]=1.Cl, predict the reaction product. The product is: [Cl:32][C:8]1[CH:7]=[N:6][CH:5]=[C:4]([Cl:3])[C:9]=1[NH:10][C:11](=[O:31])[C:12]([C:14]1[C:22]2[C:17](=[C:18]([O:23][CH2:24][C:25]3[CH:26]=[CH:27][CH:28]=[CH:29][CH:30]=3)[CH:19]=[CH:20][CH:21]=2)[N:16]([CH2:38][C:37]2[CH:40]=[CH:41][C:34]([Cl:33])=[CH:35][C:36]=2[N+:42]([O-:44])=[O:43])[CH:15]=1)=[O:13]. (6) Given the reactants Br[C:2]1[CH:3]=[C:4]([NH:17][C:18]([C:20]2[N:21]=[C:22]([CH3:25])[S:23][CH:24]=2)=[O:19])[C:5]2[C:9]([CH:10]=1)=[N:8][N:7](C1CCCCO1)[CH:6]=2.P([O-])([O-])([O-])=O.[K+].[K+].[K+].CC1(C)C(C)(C)OB([C:42]2[CH:50]=[CH:49][CH:48]=[C:47]3[C:43]=2[CH:44]=[N:45][NH:46]3)O1.O1CCOCC1, predict the reaction product. The product is: [NH:46]1[C:47]2[CH:48]=[CH:49][CH:50]=[C:42]([C:2]3[CH:10]=[C:9]4[C:5]([CH:6]=[N:7][NH:8]4)=[C:4]([NH:17][C:18]([C:20]4[N:21]=[C:22]([CH3:25])[S:23][CH:24]=4)=[O:19])[CH:3]=3)[C:43]=2[CH:44]=[N:45]1. (7) Given the reactants [CH2:1]([CH:3]([C:6]1[C:7]2[N:8]([C:13]([C:17]3[CH:21]=[CH:20][S:19][C:18]=3[CH3:22])=[C:14]([CH3:16])[N:15]=2)[N:9]=[C:10]([CH3:12])[CH:11]=1)[CH2:4][CH3:5])[CH3:2].C1C(=O)N([Br:30])C(=O)C1, predict the reaction product. The product is: [Br:30][C:20]1[S:19][C:18]([CH3:22])=[C:17]([C:13]2[N:8]3[N:9]=[C:10]([CH3:12])[CH:11]=[C:6]([CH:3]([CH2:4][CH3:5])[CH2:1][CH3:2])[C:7]3=[N:15][C:14]=2[CH3:16])[CH:21]=1. (8) Given the reactants [CH3:1][C:2]([CH3:14])([CH3:13])[C:3]#[C:4][C:5]1[N:10]=[CH:9]C(C#N)=[CH:7][N:6]=1.[OH-:15].[K+].[CH:17]([OH:20])([CH3:19])C, predict the reaction product. The product is: [CH3:1][C:2]([CH3:14])([CH3:13])[C:3]#[C:4][C:5]1[N:10]=[CH:9][C:19]([C:17]([OH:20])=[O:15])=[CH:7][N:6]=1. (9) Given the reactants [CH3:1][N:2]1[C:7]2[CH:8]=[C:9]([CH:11]=[O:12])[S:10][C:6]=2[C:5](=[O:13])[NH:4][C:3]1([CH3:15])[CH3:14].C(N)C.C1COCC1.[N+:24]([CH2:26]S(C1C=CC(C)=CC=1)(=O)=O)#[C-:25].C(=O)([O-])[O-].[K+].[K+].C([O-])(O)=O.[Na+], predict the reaction product. The product is: [CH3:1][N:2]1[C:7]2[CH:8]=[C:9]([C:11]3[O:12][CH:26]=[N:24][CH:25]=3)[S:10][C:6]=2[C:5](=[O:13])[NH:4][C:3]1([CH3:15])[CH3:14]. (10) Given the reactants C([Sn](CCCC)(CCCC)[C:6]1[N:11]=[CH:10][CH:9]=[CH:8][N:7]=1)CCC.C([Li])CCC.[F:25][C:26]1[CH:27]=[C:28]([CH:37]=[CH:38][C:39]=1[C:40]([F:43])([F:42])[F:41])/[CH:29]=[N:30]/[S@:31]([C:33]([CH3:36])([CH3:35])[CH3:34])=[O:32], predict the reaction product. The product is: [F:25][C:26]1[CH:27]=[C:28]([C@@H:29]([C:6]2[N:7]=[CH:8][CH:9]=[CH:10][N:11]=2)[NH:30][S@:31]([C:33]([CH3:36])([CH3:35])[CH3:34])=[O:32])[CH:37]=[CH:38][C:39]=1[C:40]([F:43])([F:42])[F:41].